This data is from Reaction yield outcomes from USPTO patents with 853,638 reactions. The task is: Predict the reaction yield, written as a fraction of the theoretical maximum amount of product (1.0 means a 100% yield; for example, 0.34 means a 34% yield). The reactants are [F:1][CH:2]([F:32])[C:3]1[N:7]([C:8]2[N:13]=[C:12]([N:14]3[CH2:19][CH2:18][O:17][CH2:16][CH2:15]3)[N:11]=[C:10]([N:20]3[CH2:25][CH2:24][NH:23][CH2:22][CH2:21]3)[N:9]=2)[C:6]2[CH:26]=[CH:27][CH:28]=[C:29]([O:30][CH3:31])[C:5]=2[N:4]=1.CCN(C(C)C)C(C)C.[CH3:42][N:43]([CH3:48])[S:44](Cl)(=[O:46])=[O:45].O. The catalyst is C(Cl)Cl. The product is [F:32][CH:2]([F:1])[C:3]1[N:7]([C:8]2[N:13]=[C:12]([N:14]3[CH2:15][CH2:16][O:17][CH2:18][CH2:19]3)[N:11]=[C:10]([N:20]3[CH2:25][CH2:24][N:23]([S:44]([N:43]([CH3:48])[CH3:42])(=[O:46])=[O:45])[CH2:22][CH2:21]3)[N:9]=2)[C:6]2[CH:26]=[CH:27][CH:28]=[C:29]([O:30][CH3:31])[C:5]=2[N:4]=1. The yield is 0.780.